The task is: Predict the product of the given reaction.. This data is from Forward reaction prediction with 1.9M reactions from USPTO patents (1976-2016). (1) Given the reactants Cl[C:2]1[C:3]2[CH2:16][CH2:15][CH2:14][C:4]=2[N:5]=[C:6]([C:8]2[S:9][C:10]([Cl:13])=[CH:11][CH:12]=2)[N:7]=1.[NH:17]1[C:25]2[C:20](=[CH:21][CH:22]=[C:23]([O:26][CH2:27][C:28]([O:30][CH2:31][CH3:32])=[O:29])[CH:24]=2)[CH2:19][CH2:18]1, predict the reaction product. The product is: [Cl:13][C:10]1[S:9][C:8]([C:6]2[N:7]=[C:2]([N:17]3[C:25]4[C:20](=[CH:21][CH:22]=[C:23]([O:26][CH2:27][C:28]([O:30][CH2:31][CH3:32])=[O:29])[CH:24]=4)[CH2:19][CH2:18]3)[C:3]3[CH2:16][CH2:15][CH2:14][C:4]=3[N:5]=2)=[CH:12][CH:11]=1. (2) Given the reactants [C:1]([O:5][C:6]([N:8]1[CH2:13][CH2:12][CH:11]([C:14]([OH:16])=O)[CH2:10][CH2:9]1)=[O:7])([CH3:4])([CH3:3])[CH3:2].C(Cl)CCl.C1C=NC2N(O)N=NC=2C=1.[CH:31]1([N:36]2[CH2:41][CH2:40][NH:39][CH2:38][CH2:37]2)[CH2:35][CH2:34][CH2:33][CH2:32]1, predict the reaction product. The product is: [CH:31]1([N:36]2[CH2:37][CH2:38][N:39]([C:14]([CH:11]3[CH2:10][CH2:9][N:8]([C:6]([O:5][C:1]([CH3:2])([CH3:3])[CH3:4])=[O:7])[CH2:13][CH2:12]3)=[O:16])[CH2:40][CH2:41]2)[CH2:32][CH2:33][CH2:34][CH2:35]1. (3) Given the reactants C([O:3][C:4](=[O:19])[CH:5]([C:11]1[CH:12]=[N:13][C:14]([O:17][CH3:18])=[CH:15][CH:16]=1)C(OCC)=O)C.O.Cl.[OH-].[Na+], predict the reaction product. The product is: [CH3:18][O:17][C:14]1[N:13]=[CH:12][C:11]([CH2:5][C:4]([OH:19])=[O:3])=[CH:16][CH:15]=1.